From a dataset of NCI-60 drug combinations with 297,098 pairs across 59 cell lines. Regression. Given two drug SMILES strings and cell line genomic features, predict the synergy score measuring deviation from expected non-interaction effect. Drug 1: CC12CCC3C(C1CCC2=O)CC(=C)C4=CC(=O)C=CC34C. Drug 2: CCCS(=O)(=O)NC1=C(C(=C(C=C1)F)C(=O)C2=CNC3=C2C=C(C=N3)C4=CC=C(C=C4)Cl)F. Cell line: MOLT-4. Synergy scores: CSS=39.1, Synergy_ZIP=1.51, Synergy_Bliss=2.54, Synergy_Loewe=0.0969, Synergy_HSA=0.534.